Dataset: Catalyst prediction with 721,799 reactions and 888 catalyst types from USPTO. Task: Predict which catalyst facilitates the given reaction. (1) Reactant: [CH2:1]([C:3]1[CH:4]=[C:5]([OH:25])[CH:6]=[C:7]([CH2:23][CH3:24])[C:8]=1[O:9][CH2:10][CH2:11][CH2:12][CH2:13][O:14][CH2:15][CH:16]([O:20][CH2:21][CH3:22])[O:17][CH2:18][CH3:19])[CH3:2].[Cl:26][C:27]([Cl:31])=[CH:28][CH2:29]Cl.C(=O)([O-])[O-].[K+].[K+].CN(C)C=O. Product: [CH2:23]([C:7]1[CH:6]=[C:5]([O:25][CH2:29][CH:28]=[C:27]([Cl:31])[Cl:26])[CH:4]=[C:3]([CH2:1][CH3:2])[C:8]=1[O:9][CH2:10][CH2:11][CH2:12][CH2:13][O:14][CH2:15][CH:16]([O:20][CH2:21][CH3:22])[O:17][CH2:18][CH3:19])[CH3:24]. The catalyst class is: 6. (2) Reactant: [CH3:1][C:2]1[CH:7]=[CH:6][C:5]([CH:8]([CH:14]2[CH2:19][CH2:18][O:17][CH2:16][CH2:15]2)[C:9]([O:11]CC)=[O:10])=[CH:4][CH:3]=1.[OH-].[Na+]. Product: [CH3:1][C:2]1[CH:3]=[CH:4][C:5]([CH:8]([CH:14]2[CH2:15][CH2:16][O:17][CH2:18][CH2:19]2)[C:9]([OH:11])=[O:10])=[CH:6][CH:7]=1. The catalyst class is: 8. (3) Reactant: [CH:1]1([C@H:7]([NH:12][C:13]([C:15]2[O:16][C:17]([C:20]3[CH:25]=[CH:24][C:23]([N+:26]([O-])=O)=[CH:22][CH:21]=3)=[CH:18][CH:19]=2)=[O:14])[C:8](=[O:11])[NH:9][CH3:10])[CH2:6][CH2:5][CH2:4][CH2:3][CH2:2]1. Product: [CH:1]1([C@H:7]([NH:12][C:13]([C:15]2[O:16][C:17]([C:20]3[CH:25]=[CH:24][C:23]([NH:26][C:13]([C:15]4[O:16][C:17]([CH3:20])=[CH:18][CH:19]=4)=[O:14])=[CH:22][CH:21]=3)=[CH:18][CH:19]=2)=[O:14])[C:8]([NH:9][CH3:10])=[O:11])[CH2:6][CH2:5][CH2:4][CH2:3][CH2:2]1. The catalyst class is: 763. (4) Reactant: C[O:2][C:3]([C:5]1[CH:14]=[CH:13][C:8]2[N:9]=[C:10]([CH3:12])[O:11][C:7]=2[CH:6]=1)=[O:4].[OH-].[Na+].Cl. Product: [CH3:12][C:10]1[O:11][C:7]2[CH:6]=[C:5]([C:3]([OH:4])=[O:2])[CH:14]=[CH:13][C:8]=2[N:9]=1. The catalyst class is: 8.